From a dataset of Peptide-MHC class I binding affinity with 185,985 pairs from IEDB/IMGT. Regression. Given a peptide amino acid sequence and an MHC pseudo amino acid sequence, predict their binding affinity value. This is MHC class I binding data. (1) The peptide sequence is SPLQLRFRM. The MHC is HLA-B51:01 with pseudo-sequence HLA-B51:01. The binding affinity (normalized) is 0.0847. (2) The peptide sequence is VRRRLTARG. The MHC is Mamu-B03 with pseudo-sequence Mamu-B03. The binding affinity (normalized) is 0.0955. (3) The peptide sequence is KMDIGVPLL. The MHC is HLA-A02:19 with pseudo-sequence HLA-A02:19. The binding affinity (normalized) is 0.744. (4) The peptide sequence is KQSKEGKAGYI. The MHC is Mamu-B08 with pseudo-sequence Mamu-B08. The binding affinity (normalized) is 0.316. (5) The peptide sequence is LERPLAVQL. The MHC is HLA-B57:01 with pseudo-sequence HLA-B57:01. The binding affinity (normalized) is 0.213. (6) The peptide sequence is GLLEWIFRA. The MHC is HLA-A02:01 with pseudo-sequence HLA-A02:01. The binding affinity (normalized) is 0.984. (7) The peptide sequence is MYIFFASFY. The MHC is HLA-A30:02 with pseudo-sequence HLA-A30:02. The binding affinity (normalized) is 0.801.